This data is from Catalyst prediction with 721,799 reactions and 888 catalyst types from USPTO. The task is: Predict which catalyst facilitates the given reaction. (1) Reactant: [CH3:1][O:2][C:3](=[O:27])/[CH:4]=[CH:5]/[C:6]1[CH:7]=[C:8]2[C:23](=[CH:24][CH:25]=1)[O:22][C:11]1([CH2:14][N:13]([C:15](OC(C)(C)C)=O)[CH2:12]1)[CH2:10][C:9]2=[O:26].CC(O)=O.[CH3:32][N:33]1[C:41]2[C:36](=[CH:37][CH:38]=[CH:39][CH:40]=2)[C:35](C=O)=[CH:34]1.[BH-](OC(C)=O)(OC(C)=O)OC(C)=O.[Na+]. Product: [CH3:1][O:2][C:3](=[O:27])/[CH:4]=[CH:5]/[C:6]1[CH:7]=[C:8]2[C:23](=[CH:24][CH:25]=1)[O:22][C:11]1([CH2:12][N:13]([CH2:15][C:35]3[C:36]4[C:41](=[CH:40][CH:39]=[CH:38][CH:37]=4)[N:33]([CH3:32])[CH:34]=3)[CH2:14]1)[CH2:10][C:9]2=[O:26]. The catalyst class is: 2. (2) Reactant: [CH3:1][O:2][C:3]1[CH:8]=[CH:7][C:6]([C:9]2[C:14]([CH3:15])=[C:13]([C:16]([F:19])([F:18])[F:17])[N:12]3[N:20]=[CH:21][C:22]([C:23]([OH:25])=O)=[C:11]3[N:10]=2)=[CH:5][CH:4]=1.CN(C(ON1N=NC2C=CC=NC1=2)=[N+](C)C)C.F[P-](F)(F)(F)(F)F.CCN(C(C)C)C(C)C.[CH3:59][C@H:60]1[NH:65][CH2:64][CH2:63][N:62]([C@H:66]([C:68]2[CH:73]=[C:72]([F:74])[C:71]([F:75])=[C:70]([F:76])[CH:69]=2)[CH3:67])[CH2:61]1. Product: [CH3:1][O:2][C:3]1[CH:8]=[CH:7][C:6]([C:9]2[C:14]([CH3:15])=[C:13]([C:16]([F:19])([F:17])[F:18])[N:12]3[N:20]=[CH:21][C:22]([C:23]([N:65]4[CH2:64][CH2:63][N:62]([C@H:66]([C:68]5[CH:69]=[C:70]([F:76])[C:71]([F:75])=[C:72]([F:74])[CH:73]=5)[CH3:67])[CH2:61][C@H:60]4[CH3:59])=[O:25])=[C:11]3[N:10]=2)=[CH:5][CH:4]=1. The catalyst class is: 578. (3) Reactant: C(OC([N:8](C)[C@H:9]([C:13]([NH:15][C@H:16](C(N([C@@H]([C@@H](C)CC)[C@H](OC)CC(O)=O)C)=O)C(C)C)=[O:14])[CH:10]([CH3:12])[CH3:11])=O)(C)(C)C.FC(F)(F)C(O)=O.C(OC(=O)[C@H](C)[C@@H](OC)[C@@H]1CCCN1)C1C=CC=CC=1.F[P-](F)(F)(F)(F)F.N1(OC(N(C)C)=[N+](C)C)C2N=CC=CC=2N=N1.C(N(CC)C(C)C)(C)C. Product: [CH3:16][NH:15][C:13](=[O:14])[C@H:9]([CH:10]([CH3:12])[CH3:11])[NH2:8]. The catalyst class is: 3. (4) Reactant: [NH2:1][C:2]1[N:7]=[C:6]2[N:8]([C@@H:19]([C:21]3[CH:22]=[N:23][CH:24]=[CH:25][CH:26]=3)[CH3:20])[C:9](=[O:18])[N:10]([C:11]([O:13][C:14]([CH3:17])([CH3:16])[CH3:15])=[O:12])[C:5]2=[CH:4][CH:3]=1.F[C:28]1[CH:29]=[C:30]([CH:33]=[CH:34][C:35]=1[N+:36]([O-:38])=[O:37])[C:31]#[N:32].[H-].[Na+]. Product: [C:31]([C:30]1[CH:33]=[CH:34][C:35]([N+:36]([O-:38])=[O:37])=[C:28]([NH:1][C:2]2[N:7]=[C:6]3[N:8]([C@@H:19]([C:21]4[CH:22]=[N:23][CH:24]=[CH:25][CH:26]=4)[CH3:20])[C:9](=[O:18])[N:10]([C:11]([O:13][C:14]([CH3:17])([CH3:15])[CH3:16])=[O:12])[C:5]3=[CH:4][CH:3]=2)[CH:29]=1)#[N:32]. The catalyst class is: 31. (5) Reactant: [ClH:1].O1CCOCC1.C(OC([NH:15][C@@H:16]([CH3:57])[C:17]([NH:19][C@@H:20]([CH2:53][CH:54]([CH3:56])[CH3:55])[C:21]([NH:23][CH2:24][C:25](=[C:27]1[CH2:32][CH2:31][CH2:30][N:29]([C:33]2[C:42]([O:43][CH3:44])=[C:41]3[C:36]([C:37](=[O:51])[C:38]([C:48]([OH:50])=[O:49])=[CH:39][N:40]3[CH:45]3[CH2:47][CH2:46]3)=[CH:35][C:34]=2[F:52])[CH2:28]1)[F:26])=[O:22])=[O:18])=O)(C)(C)C. Product: [ClH:1].[NH2:15][C@@H:16]([CH3:57])[C:17]([NH:19][C@@H:20]([CH2:53][CH:54]([CH3:56])[CH3:55])[C:21]([NH:23][CH2:24][C:25](=[C:27]1[CH2:32][CH2:31][CH2:30][N:29]([C:33]2[C:42]([O:43][CH3:44])=[C:41]3[C:36]([C:37](=[O:51])[C:38]([C:48]([OH:50])=[O:49])=[CH:39][N:40]3[CH:45]3[CH2:46][CH2:47]3)=[CH:35][C:34]=2[F:52])[CH2:28]1)[F:26])=[O:22])=[O:18]. The catalyst class is: 2. (6) Reactant: [CH3:1][O:2][C:3]1[CH:8]=[CH:7][C:6]([NH:9][C:10]([CH2:12][NH:13]C(=O)OC(C)(C)C)=[O:11])=[CH:5][CH:4]=1. Product: [NH2:13][CH2:12][C:10]([NH:9][C:6]1[CH:7]=[CH:8][C:3]([O:2][CH3:1])=[CH:4][CH:5]=1)=[O:11]. The catalyst class is: 281. (7) Reactant: C(OC(=O)C)(=O)C.[CH:8]1[C:21]2[C:20](=[O:22])[C:19]3[C:14](=[CH:15][CH:16]=[CH:17][CH:18]=3)[O:13][C:12]=2[CH:11]=[CH:10][CH:9]=1.C(O)(=O)C.C(O)(=O)C.[I:31][C:32]1[CH:37]=[CH:36][CH:35]=[CH:34][CH:33]=1.S(=O)(=O)(O)O.[F:43][B-:44]([F:47])([F:46])[F:45].[K+]. Product: [F:43][B-:44]([F:47])([F:46])[F:45].[C:32]1([I+:31][C:9]2[CH:10]=[CH:11][C:12]3[O:13][C:14]4[C:19](=[CH:18][CH:17]=[CH:16][CH:15]=4)[C:20](=[O:22])[C:21]=3[CH:8]=2)[CH:37]=[CH:36][CH:35]=[CH:34][CH:33]=1. The catalyst class is: 226. (8) Reactant: [CH2:1]([NH:8][C:9]1[C:14]([C:15]([N:17]2[CH2:22][CH2:21][CH:20]([C:23]3[CH:28]=[CH:27][C:26]([F:29])=[CH:25][CH:24]=3)[CH2:19][CH2:18]2)=[O:16])=[CH:13][NH:12][C:11](=[O:30])[CH:10]=1)[C:2]1[CH:7]=[CH:6][CH:5]=[CH:4][CH:3]=1.C(=O)([O-])[O-].[K+].[K+].Cl[CH2:38][C:39]1[N:40]([CH3:44])[CH:41]=[CH:42][N:43]=1.O. Product: [CH2:1]([NH:8][C:9]1[C:14]([C:15]([N:17]2[CH2:22][CH2:21][CH:20]([C:23]3[CH:28]=[CH:27][C:26]([F:29])=[CH:25][CH:24]=3)[CH2:19][CH2:18]2)=[O:16])=[CH:13][N:12]([CH2:38][C:39]2[N:40]([CH3:44])[CH:41]=[CH:42][N:43]=2)[C:11](=[O:30])[CH:10]=1)[C:2]1[CH:7]=[CH:6][CH:5]=[CH:4][CH:3]=1. The catalyst class is: 3.